Task: Regression/Classification. Given a drug SMILES string, predict its absorption, distribution, metabolism, or excretion properties. Task type varies by dataset: regression for continuous measurements (e.g., permeability, clearance, half-life) or binary classification for categorical outcomes (e.g., BBB penetration, CYP inhibition). Dataset: cyp2c19_veith.. Dataset: CYP2C19 inhibition data for predicting drug metabolism from PubChem BioAssay (1) The drug is COc1ccc(Oc2ncc3nc(-c4ccc(Cl)cc4)c(=O)n(C)c3n2)cc1. The result is 0 (non-inhibitor). (2) The compound is CN(Cc1ccco1)c1ncnc2ccc(-c3cccnc3)cc12. The result is 1 (inhibitor). (3) The molecule is N#C[C@H](c1ccccc1)N1CCCN([C@@H](C#N)c2ccccc2)C1c1ccccc1O. The result is 1 (inhibitor). (4) The compound is COc1ccccc1NC(=O)c1cnc2n(c1=O)CCS2. The result is 0 (non-inhibitor). (5) The molecule is CN(C)c1ncnc2ccc(-c3cccc(NS(C)(=O)=O)c3)cc12. The result is 0 (non-inhibitor). (6) The result is 0 (non-inhibitor). The drug is Cc1ccc(S(=O)(=O)CCc2nnc(NC(=O)COc3cccc(C)c3)s2)cc1. (7) The drug is Cc1cccc(-n2nnc3cnn(C)c3c2=O)c1. The result is 0 (non-inhibitor). (8) The drug is Cn1nnnc1SCC1=C(C(=O)[O-])N2C(=O)[C@@H](NC(=O)[C@@H](O)c3ccccc3)[C@@H]2SC1.[Na+]. The result is 0 (non-inhibitor). (9) The drug is COC(=O)C1=C(C)[C@@H](O)[C@@H](C)[C@H](c2c(OC)c(OC)c(C)c(OC)c2OC)O1. The result is 1 (inhibitor). (10) The molecule is N/C(=N\OC(=O)c1cc(-c2ccccc2)nc2ccccc12)c1ccc(Cl)cc1. The result is 1 (inhibitor).